Dataset: Forward reaction prediction with 1.9M reactions from USPTO patents (1976-2016). Task: Predict the product of the given reaction. (1) Given the reactants Br[C:2]1[CH:7]=[CH:6][C:5]([N+:8]([O-:10])=[O:9])=[C:4]([F:11])[CH:3]=1.[N+:12]([C:15]1[CH:21]=[C:20](B2OC(C)(C)C(C)(C)O2)[CH:19]=[CH:18][C:16]=1[NH2:17])([O-:14])=[O:13], predict the reaction product. The product is: [F:11][C:4]1[CH:3]=[C:2]([C:20]2[CH:19]=[CH:18][C:16]([NH2:17])=[C:15]([N+:12]([O-:14])=[O:13])[CH:21]=2)[CH:7]=[CH:6][C:5]=1[N+:8]([O-:10])=[O:9]. (2) Given the reactants [I-].[NH2:2][N+:3]1[CH:8]=[CH:7][CH:6]=[CH:5][CH:4]=1.C(=O)([O-])[O-].[K+].[K+].[C:15]([O:20][CH2:21][CH3:22])(=[O:19])[C:16]#[C:17][CH3:18], predict the reaction product. The product is: [CH3:18][C:17]1[C:16]([C:15]([O:20][CH2:21][CH3:22])=[O:19])=[C:4]2[CH:5]=[CH:6][CH:7]=[CH:8][N:3]2[N:2]=1.